Dataset: Peptide-MHC class I binding affinity with 185,985 pairs from IEDB/IMGT. Task: Regression. Given a peptide amino acid sequence and an MHC pseudo amino acid sequence, predict their binding affinity value. This is MHC class I binding data. The peptide sequence is MDSNTVSSF. The MHC is HLA-B51:01 with pseudo-sequence HLA-B51:01. The binding affinity (normalized) is 0.